Dataset: CYP2D6 substrate classification data from Carbon-Mangels et al.. Task: Regression/Classification. Given a drug SMILES string, predict its absorption, distribution, metabolism, or excretion properties. Task type varies by dataset: regression for continuous measurements (e.g., permeability, clearance, half-life) or binary classification for categorical outcomes (e.g., BBB penetration, CYP inhibition). Dataset: cyp2d6_substrate_carbonmangels. (1) The compound is CC(C)COC[C@@H](CN(Cc1ccccc1)c1ccccc1)N1CCCC1. The result is 0 (non-substrate). (2) The compound is CCCNC[C@H](O)COc1ccccc1C(=O)CCc1ccccc1. The result is 1 (substrate). (3) The drug is Cc1cc(N(C)C)ccc1C[C@H](C)N. The result is 1 (substrate). (4) The compound is CC(C)(C)c1ccc([C@H](O)CCCN2CCC(C(O)(c3ccccc3)c3ccccc3)CC2)cc1. The result is 1 (substrate). (5) The molecule is CC(C)(C#N)c1cc(Cn2cncn2)cc(C(C)(C)C#N)c1. The result is 0 (non-substrate).